From a dataset of Reaction yield outcomes from USPTO patents with 853,638 reactions. Predict the reaction yield, written as a fraction of the theoretical maximum amount of product (1.0 means a 100% yield; for example, 0.34 means a 34% yield). (1) The reactants are [Cl:1][CH:2]([CH3:28])[CH:3]([NH:15][C:16]([CH:18]1[CH2:24][CH2:23][CH:22]([CH2:25][CH2:26][CH3:27])[CH2:21][CH2:20][NH:19]1)=[O:17])[CH:4]1[CH:9]([OH:10])[CH:8]([OH:11])[CH:7]([OH:12])[CH:6]([S:13][CH3:14])[O:5]1.Br[CH2:30][C:31]1[O:32][C:33](=[O:37])[O:34][C:35]=1[CH3:36]. The catalyst is CN(C=O)C. The product is [Cl:1][CH:2]([CH3:28])[CH:3]([NH:15][C:16]([CH:18]1[CH2:24][CH2:23][CH:22]([CH2:25][CH2:26][CH3:27])[CH2:21][CH2:20][N:19]1[CH2:30][C:31]1[O:32][C:33](=[O:37])[O:34][C:35]=1[CH3:36])=[O:17])[CH:4]1[CH:9]([OH:10])[CH:8]([OH:11])[CH:7]([OH:12])[CH:6]([S:13][CH3:14])[O:5]1. The yield is 0.680. (2) The reactants are [F:1][C:2]([F:29])([F:28])[C:3]1[CH:4]=[C:5]([C:9]([CH3:27])=[CH:10][C:11]([C:13]2[CH:18]=[CH:17][C:16]([C:19]3[CH:24]=[CH:23][C:22](C=O)=[CH:21][CH:20]=3)=[CH:15][CH:14]=2)=[O:12])[CH:6]=[CH:7][CH:8]=1.CN1CCC(=C2[C:45]3[N:46]=[CH:47]C=[CH:49][C:44]=3[CH2:43]CC3C=CC=CC2=3)CC1.[CH:52](=[O:59])C1C=CC=CC=1.Cl.N(CC(O)=[O:65])C. No catalyst specified. The product is [CH3:52][O:59][C:43]([CH:44]1[CH2:49][N:46]([CH2:47][C:22]2[CH:23]=[CH:24][C:19]([C:16]3[CH:17]=[CH:18][C:13]([C:11](=[O:12])[CH:10]=[C:9]([C:5]4[CH:6]=[CH:7][CH:8]=[C:3]([C:2]([F:1])([F:29])[F:28])[CH:4]=4)[CH3:27])=[CH:14][CH:15]=3)=[CH:20][CH:21]=2)[CH2:45]1)=[O:65]. The yield is 0.580.